This data is from Forward reaction prediction with 1.9M reactions from USPTO patents (1976-2016). The task is: Predict the product of the given reaction. (1) Given the reactants Cl[C:2]1[C:7]([CH2:8][NH:9][C:10](=[O:26])[CH:11]([C:13]2[CH:18]=[CH:17][C:16]([CH2:19][NH:20][S:21]([CH3:24])(=[O:23])=[O:22])=[C:15]([F:25])[CH:14]=2)[CH3:12])=[CH:6][CH:5]=[C:4]([C:27]([F:30])([F:29])[F:28])[N:3]=1.C1(C)C(CCO)=CC=CC=1.[CH3:41][C:42]([CH3:51])([CH3:50])/[CH:43]=[CH:44]/B(CO)CO.C(=O)([O-])[O-].[Na+].[Na+].O=O, predict the reaction product. The product is: [CH3:41][C:42]([CH3:51])([CH3:50])/[CH:43]=[CH:44]/[C:2]1[C:7]([CH2:8][NH:9][C:10](=[O:26])[CH:11]([C:13]2[CH:18]=[CH:17][C:16]([CH2:19][NH:20][S:21]([CH3:24])(=[O:23])=[O:22])=[C:15]([F:25])[CH:14]=2)[CH3:12])=[CH:6][CH:5]=[C:4]([C:27]([F:30])([F:29])[F:28])[N:3]=1. (2) Given the reactants [Cl:1][C:2]1[CH:7]=[CH:6][C:5]([C:8]([CH3:13])([CH3:12])[C:9]([OH:11])=O)=[CH:4][CH:3]=1.[NH2:14][CH2:15][CH2:16][CH2:17][N:18]1[CH2:23][CH2:22][CH:21]([C:24]2[CH:25]=[CH:26][C:27]([F:36])=[C:28]([NH:30][C:31](=[O:35])[CH2:32][CH2:33][CH3:34])[CH:29]=2)[CH2:20][CH2:19]1, predict the reaction product. The product is: [Cl:1][C:2]1[CH:3]=[CH:4][C:5]([C:8]([CH3:13])([CH3:12])[C:9]([NH:14][CH2:15][CH2:16][CH2:17][N:18]2[CH2:19][CH2:20][CH:21]([C:24]3[CH:25]=[CH:26][C:27]([F:36])=[C:28]([NH:30][C:31](=[O:35])[CH2:32][CH2:33][CH3:34])[CH:29]=3)[CH2:22][CH2:23]2)=[O:11])=[CH:6][CH:7]=1. (3) Given the reactants [Br:1]N1C(=O)CCC1=O.[NH2:9][C:10]1[N:11]=[C:12]([C:26]2[CH:31]=[CH:30][CH:29]=[CH:28][CH:27]=2)[C:13]([C:16]2[CH:17]=[CH:18][C:19](=[O:25])[N:20]([CH:22]([CH3:24])[CH3:23])[N:21]=2)=[N:14][CH:15]=1.O, predict the reaction product. The product is: [NH2:9][C:10]1[N:11]=[C:12]([C:26]2[CH:27]=[CH:28][CH:29]=[CH:30][CH:31]=2)[C:13]([C:16]2[CH:17]=[CH:18][C:19](=[O:25])[N:20]([CH:22]([CH3:24])[CH3:23])[N:21]=2)=[N:14][C:15]=1[Br:1]. (4) Given the reactants [CH3:1][Mg]Br.[C:4]([O:8][C:9]([N:11]1[CH2:16][CH2:15][C:14]([C:24](=[O:26])[CH3:25])([C:17]2[CH:22]=[CH:21][C:20]([Cl:23])=[CH:19][CH:18]=2)[CH2:13][CH2:12]1)=[O:10])([CH3:7])([CH3:6])[CH3:5], predict the reaction product. The product is: [C:4]([O:8][C:9]([N:11]1[CH2:16][CH2:15][C:14]([C:17]2[CH:18]=[CH:19][C:20]([Cl:23])=[CH:21][CH:22]=2)([C:24]([OH:26])([CH3:1])[CH3:25])[CH2:13][CH2:12]1)=[O:10])([CH3:7])([CH3:5])[CH3:6]. (5) Given the reactants Br[C:2]1[CH:3]=[C:4]([S:8]([N:11]2[CH2:20][CH2:19][C:18]3[C@:13]([CH2:31][O:32][CH3:33])([CH2:14][C:15]4[CH:23]=[N:22][N:21]([C:24]5[CH:29]=[CH:28][C:27]([F:30])=[CH:26][CH:25]=5)[C:16]=4[CH:17]=3)[CH2:12]2)(=[O:10])=[O:9])[CH:5]=[N:6][CH:7]=1.Cl.[F:35][C@H:36]1[CH2:40][CH2:39][NH:38][CH2:37]1, predict the reaction product. The product is: [F:30][C:27]1[CH:28]=[CH:29][C:24]([N:21]2[C:16]3[CH:17]=[C:18]4[C@:13]([CH2:31][O:32][CH3:33])([CH2:14][C:15]=3[CH:23]=[N:22]2)[CH2:12][N:11]([S:8]([C:4]2[CH:5]=[N:6][CH:7]=[C:2]([N:38]3[CH2:39][CH2:40][C@H:36]([F:35])[CH2:37]3)[CH:3]=2)(=[O:10])=[O:9])[CH2:20][CH2:19]4)=[CH:25][CH:26]=1. (6) Given the reactants [CH3:1][S:2]([C:5]1[CH:13]=[CH:12][C:8]([C:9]([OH:11])=O)=[CH:7][CH:6]=1)(=[O:4])=[O:3].[F:14][C:15]1[CH:20]=[CH:19][C:18]([CH:21]([C:25]2[CH:30]=[CH:29][C:28]([F:31])=[CH:27][CH:26]=2)[CH2:22][CH2:23][NH2:24])=[CH:17][CH:16]=1, predict the reaction product. The product is: [F:14][C:15]1[CH:20]=[CH:19][C:18]([CH:21]([C:25]2[CH:26]=[CH:27][C:28]([F:31])=[CH:29][CH:30]=2)[CH2:22][CH2:23][NH:24][C:9](=[O:11])[C:8]2[CH:7]=[CH:6][C:5]([S:2]([CH3:1])(=[O:3])=[O:4])=[CH:13][CH:12]=2)=[CH:17][CH:16]=1.